Dataset: Catalyst prediction with 721,799 reactions and 888 catalyst types from USPTO. Task: Predict which catalyst facilitates the given reaction. (1) Reactant: [CH3:1][O:2][C:3]1[CH:8]=[CH:7][C:6]([C:9](=[O:22])[CH2:10][N:11]2[C:19](=[O:20])[C:18]3[C:13](=[CH:14][CH:15]=[CH:16][CH:17]=3)[C:12]2=[O:21])=[CH:5][CH:4]=1.[CH2:23](O)[CH2:24][OH:25].C1(C)C=CC(S(O)(=O)=O)=CC=1. Product: [CH3:1][O:2][C:3]1[CH:4]=[CH:5][C:6]([C:9]2([CH2:10][N:11]3[C:19](=[O:20])[C:18]4[C:13](=[CH:14][CH:15]=[CH:16][CH:17]=4)[C:12]3=[O:21])[O:25][CH2:24][CH2:23][O:22]2)=[CH:7][CH:8]=1. The catalyst class is: 11. (2) Reactant: Cl[C:2]1[N:7]=[CH:6][C:5]([CH2:8][C:9]2[CH:10]=[N:11][C:12]([O:22][CH3:23])=[C:13]([C:15]3[CH:20]=[CH:19][CH:18]=[C:17]([Cl:21])[CH:16]=3)[CH:14]=2)=[CH:4][N:3]=1.[CH3:24][N:25]([CH3:29])[CH2:26][CH2:27][NH2:28].CCN(C(C)C)C(C)C.CCOC(C)=O. Product: [Cl:21][C:17]1[CH:16]=[C:15]([C:13]2[CH:14]=[C:9]([CH2:8][C:5]3[CH:4]=[N:3][C:2]([NH:28][CH2:27][CH2:26][N:25]([CH3:29])[CH3:24])=[N:7][CH:6]=3)[CH:10]=[N:11][C:12]=2[O:22][CH3:23])[CH:20]=[CH:19][CH:18]=1. The catalyst class is: 10. (3) Reactant: O1CCC[CH2:2]1.[F:6][C:7]([F:16])([F:15])[C:8]1[S:12][C:11]([CH:13]=[O:14])=[CH:10][CH:9]=1.C[Mg]Br. Product: [F:16][C:7]([F:15])([F:6])[C:8]1[S:12][C:11]([CH:13]([OH:14])[CH3:2])=[CH:10][CH:9]=1. The catalyst class is: 15. (4) Reactant: [H-].[Na+].C(OP([CH2:11][C:12]([O:14][CH2:15][CH3:16])=[O:13])(OCC)=O)C.[CH2:17]([O:21][C:22]1[CH:29]=[CH:28][CH:27]=[CH:26][C:23]=1[CH:24]=O)[CH:18]([CH3:20])[CH3:19].C(OCC)(=O)C. Product: [CH2:17]([O:21][C:22]1[CH:29]=[CH:28][CH:27]=[CH:26][C:23]=1/[CH:24]=[CH:11]/[C:12]([O:14][CH2:15][CH3:16])=[O:13])[CH:18]([CH3:20])[CH3:19]. The catalyst class is: 30. (5) Reactant: [CH2:1]([C:3]1[C:7]([N+:8]([O-:10])=[O:9])=[C:6]([C:11]([NH2:13])=[O:12])[NH:5][N:4]=1)[CH3:2].C(=O)([O-])[O-].[Cs+].[Cs+].Br[CH2:21][CH2:22][O:23][Si:24]([C:27]([CH3:30])([CH3:29])[CH3:28])([CH3:26])[CH3:25]. Product: [Si:24]([O:23][CH2:22][CH2:21][N:4]1[C:3]([CH2:1][CH3:2])=[C:7]([N+:8]([O-:10])=[O:9])[C:6]([C:11]([NH2:13])=[O:12])=[N:5]1)([C:27]([CH3:30])([CH3:29])[CH3:28])([CH3:26])[CH3:25]. The catalyst class is: 10. (6) Reactant: Cl.[Cl:2][CH2:3][C:4]1[CH:13]=[CH:12][C:11]2[C:6](=[CH:7][CH:8]=[CH:9][CH:10]=2)[N:5]=1.[OH-].[K+].C(#N)C.[N:19]1[C:28]2[C:23](=[CH:24][CH:25]=[CH:26][CH:27]=2)[CH:22]=[CH:21][C:20]=1[CH2:29][N:30]1[C:34]([Cl:35])=[C:33]([Cl:36])[N:32]=[CH:31]1. Product: [Cl-:2].[N:5]1[C:6]2[C:11](=[CH:10][CH:9]=[CH:8][CH:7]=2)[CH:12]=[CH:13][C:4]=1[CH2:3][N+:32]1[C:33]([Cl:36])=[C:34]([Cl:35])[N:30]([CH2:29][C:20]2[CH:21]=[CH:22][C:23]3[C:28](=[CH:27][CH:26]=[CH:25][CH:24]=3)[N:19]=2)[CH:31]=1. The catalyst class is: 6. (7) Reactant: [OH:1][C:2]1[CH:9]=[C:8]([CH2:10][OH:11])[CH:7]=[CH:6][C:3]=1[CH:4]=O.[C:12](OCC)(=[O:17])[CH2:13][C:14]([CH3:16])=[O:15].N1CCCCC1. Product: [C:14]([C:13]1[C:12](=[O:17])[O:1][C:2]2[C:3]([CH:4]=1)=[CH:6][CH:7]=[C:8]([CH2:10][OH:11])[CH:9]=2)(=[O:15])[CH3:16]. The catalyst class is: 23. (8) Reactant: Cl[C:2]1[N:7]=[CH:6][C:5]([CH2:8][N:9]([CH3:23])[CH:10]2[CH2:15][CH2:14][N:13]([C:16]([O:18][C:19]([CH3:22])([CH3:21])[CH3:20])=[O:17])[CH2:12][CH2:11]2)=[CH:4][CH:3]=1.[C:24]([C:26]1[CH:31]=[CH:30][C:29](B(O)O)=[CH:28][CH:27]=1)#[N:25].C([O-])([O-])=O.[K+].[K+].O1CCOCC1. Product: [C:24]([C:26]1[CH:31]=[CH:30][C:29]([C:2]2[N:7]=[CH:6][C:5]([CH2:8][N:9]([CH3:23])[CH:10]3[CH2:15][CH2:14][N:13]([C:16]([O:18][C:19]([CH3:22])([CH3:21])[CH3:20])=[O:17])[CH2:12][CH2:11]3)=[CH:4][CH:3]=2)=[CH:28][CH:27]=1)#[N:25]. The catalyst class is: 103. (9) The catalyst class is: 21. Reactant: [CH2:1]([N:8]1[C:16]2[C:11](=[CH:12][CH:13]=[C:14]([C:17]3[CH:22]=[CH:21][C:20]([OH:23])=[CH:19][CH:18]=3)[CH:15]=2)[C:10]([CH3:24])=[C:9]1[C:25]1[CH:30]=[CH:29][CH:28]=[CH:27][CH:26]=1)[C:2]1[CH:7]=[CH:6][CH:5]=[CH:4][CH:3]=1.C([O-])([O-])=O.[K+].[K+].Br[CH2:38][C:39]([O:41][CH3:42])=[O:40]. Product: [CH3:42][O:41][C:39](=[O:40])[CH2:38][O:23][C:20]1[CH:21]=[CH:22][C:17]([C:14]2[CH:15]=[C:16]3[C:11]([C:10]([CH3:24])=[C:9]([C:25]4[CH:30]=[CH:29][CH:28]=[CH:27][CH:26]=4)[N:8]3[CH2:1][C:2]3[CH:3]=[CH:4][CH:5]=[CH:6][CH:7]=3)=[CH:12][CH:13]=2)=[CH:18][CH:19]=1.